Dataset: Forward reaction prediction with 1.9M reactions from USPTO patents (1976-2016). Task: Predict the product of the given reaction. (1) The product is: [N+:15]([C:18]1[CH:23]=[CH:22][C:21]([C:8]2[N:13]=[CH:12][C:11]([OH:14])=[CH:10][CH:9]=2)=[CH:20][CH:19]=1)([O-:17])=[O:16]. Given the reactants C(=O)([O-])[O-].[K+].[K+].Br[C:8]1[N:13]=[CH:12][C:11]([OH:14])=[CH:10][CH:9]=1.[N+:15]([C:18]1[CH:23]=[CH:22][C:21](B(O)O)=[CH:20][CH:19]=1)([O-:17])=[O:16], predict the reaction product. (2) The product is: [NH2:1][C:2]1[C:17](/[CH:22]=[CH:21]/[C:20]([O:24][CH2:25][CH3:26])=[O:23])=[CH:16][C:5]2[CH2:6][CH2:7][N:8]([C:11]([O:13][CH2:14][CH3:15])=[O:12])[CH2:9][CH2:10][C:4]=2[C:3]=1[Cl:19]. Given the reactants [NH2:1][C:2]1[C:17](Br)=[CH:16][C:5]2[CH2:6][CH2:7][N:8]([C:11]([O:13][CH2:14][CH3:15])=[O:12])[CH2:9][CH2:10][C:4]=2[C:3]=1[Cl:19].[C:20]([O:24][CH2:25][CH3:26])(=[O:23])[CH:21]=[CH2:22].C1(C)C=CC=CC=1P(C1C=CC=CC=1C)C1C=CC=CC=1C.C(N(CC)CC)C, predict the reaction product. (3) Given the reactants [C:1]([O:5][C:6](=[O:25])[N:7]([CH2:11][CH2:12][O:13][C:14]1[N:19]=[C:18]([O:20][CH3:21])[C:17]([N+:22]([O-])=O)=[CH:16][N:15]=1)[CH2:8][CH2:9][CH3:10])([CH3:4])([CH3:3])[CH3:2].C([O-])=O.[NH4+], predict the reaction product. The product is: [C:1]([O:5][C:6](=[O:25])[N:7]([CH2:11][CH2:12][O:13][C:14]1[N:19]=[C:18]([O:20][CH3:21])[C:17]([NH2:22])=[CH:16][N:15]=1)[CH2:8][CH2:9][CH3:10])([CH3:2])([CH3:3])[CH3:4]. (4) The product is: [N:6]1[CH:7]=[CH:8][CH:9]=[C:4]([C:3]2[CH:12]=[C:11]([C:13]3[CH:14]=[C:15]([C:19](=[O:21])[CH3:20])[CH:16]=[CH:17][CH:18]=3)[O:1][N:2]=2)[CH:5]=1. Given the reactants [OH:1][N:2]=[C:3](Cl)[C:4]1[CH:9]=[CH:8][CH:7]=[N:6][CH:5]=1.[C:11]([C:13]1[CH:14]=[C:15]([C:19](=[O:21])[CH3:20])[CH:16]=[CH:17][CH:18]=1)#[CH:12].N, predict the reaction product. (5) The product is: [C:13]1([C:17]2[CH:18]=[CH:19][CH:20]=[CH:21][CH:22]=2)[CH:14]=[CH:15][CH:16]=[C:11]([N:9]2[CH:10]=[C:6]([C:4]([C:25]3[S:24][CH:28]=[CH:27][N:26]=3)=[O:5])[N:7]=[CH:8]2)[CH:12]=1. Given the reactants CON(C)[C:4]([C:6]1[N:7]=[CH:8][N:9]([C:11]2[CH:12]=[C:13]([C:17]3[CH:22]=[CH:21][CH:20]=[CH:19][CH:18]=3)[CH:14]=[CH:15][CH:16]=2)[CH:10]=1)=[O:5].[S:24]1[CH:28]=[CH:27][N:26]=[CH:25]1, predict the reaction product. (6) Given the reactants [F:1][C:2]1[CH:3]=[CH:4][C:5]([C@@H:8]([S:10][C:11]2[N:12]=[C:13]([NH:22][C@H:23]([CH2:26][CH:27]([CH3:29])[CH3:28])[CH2:24][OH:25])[C:14]3[S:19][C:18]([O:20]C)=[N:17][C:15]=3[N:16]=2)[CH3:9])=[N:6][CH:7]=1, predict the reaction product. The product is: [F:1][C:2]1[CH:3]=[CH:4][C:5]([C@@H:8]([S:10][C:11]2[N:12]=[C:13]([NH:22][C@@H:23]([CH2:24][OH:25])[CH2:26][CH:27]([CH3:28])[CH3:29])[C:14]3[S:19][C:18](=[O:20])[NH:17][C:15]=3[N:16]=2)[CH3:9])=[N:6][CH:7]=1.